From a dataset of Forward reaction prediction with 1.9M reactions from USPTO patents (1976-2016). Predict the product of the given reaction. (1) Given the reactants [CH:1]1([CH2:4][O:5][C:6]2[CH:11]=[CH:10][C:9]([O:12][CH3:13])=[CH:8][C:7]=2[C:14]2[CH:19]=[CH:18][N:17]=[C:16]3[C:20]([C:32](O)=[O:33])=[C:21]([CH3:31])[N:22]([CH2:23][O:24][CH2:25][CH2:26][Si:27]([CH3:30])([CH3:29])[CH3:28])[C:15]=23)[CH2:3][CH2:2]1.[NH2:35][CH:36]1[CH2:41][CH2:40][N:39]([C:42]([O:44][C:45]([CH3:48])([CH3:47])[CH3:46])=[O:43])[CH2:38][CH2:37]1, predict the reaction product. The product is: [CH:1]1([CH2:4][O:5][C:6]2[CH:11]=[CH:10][C:9]([O:12][CH3:13])=[CH:8][C:7]=2[C:14]2[CH:19]=[CH:18][N:17]=[C:16]3[C:20]([C:32]([NH:35][CH:36]4[CH2:37][CH2:38][N:39]([C:42]([O:44][C:45]([CH3:48])([CH3:47])[CH3:46])=[O:43])[CH2:40][CH2:41]4)=[O:33])=[C:21]([CH3:31])[N:22]([CH2:23][O:24][CH2:25][CH2:26][Si:27]([CH3:29])([CH3:28])[CH3:30])[C:15]=23)[CH2:3][CH2:2]1. (2) Given the reactants [CH2:1]([N:3]1[C:7]2=[N:8][C:9]([CH3:22])=[C:10]([C:19](O)=[O:20])[C:11]([NH:12][CH:13]3[CH2:18][CH2:17][O:16][CH2:15][CH2:14]3)=[C:6]2[CH:5]=[N:4]1)[CH3:2].C(Cl)CCl.C1C=CC2N(O)[N:34]=[N:33]C=2C=1.[C:37](NN)(=[O:42])[C:38]([CH3:41])([CH3:40])[CH3:39], predict the reaction product. The product is: [CH3:39][C:38]([CH3:41])([CH3:40])[C:37]([C:5]1[C:6]2[C:7](=[N:8][C:9]([CH3:22])=[C:10]([C:19]([NH:33][NH2:34])=[O:20])[C:11]=2[NH:12][CH:13]2[CH2:18][CH2:17][O:16][CH2:15][CH2:14]2)[N:3]([CH2:1][CH3:2])[N:4]=1)=[O:42]. (3) Given the reactants [CH2:1]([C@H:8]([CH2:12][C:13]([O:15]C(C)(C)C)=[O:14])[C:9]([OH:11])=O)[C:2]1[CH:7]=[CH:6][CH:5]=[CH:4][CH:3]=1.Br[C:21]1[N:22]=[CH:23][C:24]([NH2:27])=[N:25][CH:26]=1.[Cl:28][C:29]1[CH:34]=[CH:33][CH:32]=[CH:31][C:30]=1B(O)O, predict the reaction product. The product is: [CH2:1]([C@@H:8]([C:9]([NH:27][C:24]1[CH:23]=[N:22][C:21]([C:30]2[CH:31]=[CH:32][CH:33]=[CH:34][C:29]=2[Cl:28])=[CH:26][N:25]=1)=[O:11])[CH2:12][C:13]([OH:15])=[O:14])[C:2]1[CH:3]=[CH:4][CH:5]=[CH:6][CH:7]=1. (4) Given the reactants CS([Cl:5])(=O)=O.O[CH:7]([C:28]1[CH:33]=[CH:32][CH:31]=[CH:30][CH:29]=1)[CH2:8][CH2:9][N:10]1[CH2:15][CH2:14][CH:13]([CH2:16][CH2:17][S:18]([C:21]2[CH:26]=[CH:25][C:24]([F:27])=[CH:23][CH:22]=2)(=[O:20])=[O:19])[CH2:12][CH2:11]1.C(N(CC)CC)C, predict the reaction product. The product is: [Cl:5][CH:7]([C:28]1[CH:33]=[CH:32][CH:31]=[CH:30][CH:29]=1)[CH2:8][CH2:9][N:10]1[CH2:15][CH2:14][CH:13]([CH2:16][CH2:17][S:18]([C:21]2[CH:26]=[CH:25][C:24]([F:27])=[CH:23][CH:22]=2)(=[O:20])=[O:19])[CH2:12][CH2:11]1. (5) Given the reactants [F:1][C:2]1[CH:7]=[CH:6][CH:5]=[CH:4][C:3]=1[CH:8]=[CH:9][C:10]([NH:12][C@H:13]([C:24]([O:26]C)=[O:25])[CH2:14][C:15]1[C:23]2[C:18](=[CH:19][CH:20]=[CH:21][CH:22]=2)[NH:17][CH:16]=1)=[O:11].[OH-].[Na+], predict the reaction product. The product is: [F:1][C:2]1[CH:7]=[CH:6][CH:5]=[CH:4][C:3]=1[CH:8]=[CH:9][C:10]([NH:12][C@H:13]([C:24]([OH:26])=[O:25])[CH2:14][C:15]1[C:23]2[C:18](=[CH:19][CH:20]=[CH:21][CH:22]=2)[NH:17][CH:16]=1)=[O:11]. (6) Given the reactants [OH:1][C@@H:2]([C@H:4]1[C:10](=[O:11])[N:9]2[C@@H:5]1[CH2:6][C:7]([C:25]1[CH:30]=[CH:29][C:28]([C:31]([NH:33][CH3:34])=[O:32])=[CH:27][CH:26]=1)=[C:8]2[C:12]([O:14]CC1C=CC([N+]([O-])=O)=CC=1)=[O:13])[CH3:3].O.C(=O)([O-])O.[Na+:40], predict the reaction product. The product is: [Na+:40].[OH:1][C@@H:2]([C@H:4]1[C:10](=[O:11])[N:9]2[C@@H:5]1[CH2:6][C:7]([C:25]1[CH:26]=[CH:27][C:28]([C:31]([NH:33][CH3:34])=[O:32])=[CH:29][CH:30]=1)=[C:8]2[C:12]([O-:14])=[O:13])[CH3:3]. (7) Given the reactants [F:1][C:2]1[CH:7]=[CH:6][C:5]([C:8]2[N:13]=[C:12]([C:14](O)=[O:15])[CH:11]=[N:10][C:9]=2[N:17]2[CH2:22][CH2:21][CH2:20][CH2:19][CH2:18]2)=[CH:4][CH:3]=1.C(Cl)(=O)C(Cl)=O.[CH3:29][O:30][C:31](=[O:36])[C:32]([NH2:35])([CH3:34])[CH3:33].C(N(CC)C(C)C)(C)C.[N-]=C=O, predict the reaction product. The product is: [CH3:29][O:30][C:31](=[O:36])[C:32]([NH:35][C:14]([C:12]1[CH:11]=[N:10][C:9]([N:17]2[CH2:18][CH2:19][CH2:20][CH2:21][CH2:22]2)=[C:8]([C:5]2[CH:4]=[CH:3][C:2]([F:1])=[CH:7][CH:6]=2)[N:13]=1)=[O:15])([CH3:34])[CH3:33]. (8) Given the reactants [C:1]1([CH2:7][CH2:8][CH2:9][CH2:10][CH2:11][CH2:12][CH3:13])[CH:6]=[CH:5][CH:4]=[CH:3][CH:2]=1.[Br:14]Br, predict the reaction product. The product is: [Br:14][C:4]1[CH:5]=[CH:6][C:1]([CH2:7][CH2:8][CH2:9][CH2:10][CH2:11][CH2:12][CH3:13])=[CH:2][CH:3]=1.